This data is from Reaction yield outcomes from USPTO patents with 853,638 reactions. The task is: Predict the reaction yield, written as a fraction of the theoretical maximum amount of product (1.0 means a 100% yield; for example, 0.34 means a 34% yield). (1) The catalyst is CN(C=O)C.O. The yield is 0.520. The product is [CH2:1]([O:3][C:4]1[C:12]([CH:13]([CH3:14])[CH3:15])=[CH:11][CH:10]=[CH:9][C:5]=1[CH2:6][N:19]([CH3:16])[C:39](=[O:41])/[CH:38]=[CH:37]/[C:32]1[CH:33]=[N:34][C:35]2[NH:36][C:27](=[O:26])[CH2:28][CH2:29][C:30]=2[CH:31]=1)[CH3:2]. The reactants are [CH2:1]([O:3][C:4]1[C:12]([CH:13]([CH3:15])[CH3:14])=[CH:11][CH:10]=[CH:9][C:5]=1[CH2:6]CN)[CH3:2].[CH:16]([N:19](C(C)C)CC)(C)C.Cl.[O:26]=[C:27]1[NH:36][C:35]2[N:34]=[CH:33][C:32](/[CH:37]=[CH:38]/[C:39]([OH:41])=O)=[CH:31][C:30]=2[CH2:29][CH2:28]1.O.ON1C2C=CC=CC=2N=N1.Cl.CN(C)CCCN=C=NCC. (2) The reactants are FC(F)(F)C(O)=O.[Cl:8][C:9]1[CH:10]=[C:11]2[C:19](=[C:20]([NH:22][C:23]([C@@H:25]3[CH2:30][O:29][C:28]([CH3:32])([CH3:31])[CH2:27][N:26]3[CH2:33][C@@H:34]([NH2:36])[CH3:35])=[O:24])[CH:21]=1)[NH:18][C:17]1[CH:16]=[N:15][CH:14]=[CH:13][C:12]2=1.[CH3:37][C:38]1[N:46]=[CH:45][CH:44]=[CH:43][C:39]=1[C:40](O)=[O:41]. No catalyst specified. The product is [Cl:8][C:9]1[CH:10]=[C:11]2[C:19](=[C:20]([NH:22][C:23]([C@@H:25]3[CH2:30][O:29][C:28]([CH3:31])([CH3:32])[CH2:27][N:26]3[CH2:33][C@@H:34]([NH:36][C:40]([C:39]3[C:38]([CH3:37])=[N:46][CH:45]=[CH:44][CH:43]=3)=[O:41])[CH3:35])=[O:24])[CH:21]=1)[NH:18][C:17]1[CH:16]=[N:15][CH:14]=[CH:13][C:12]2=1. The yield is 0.750. (3) The reactants are [Si]([O:18][CH2:19][C@H:20]1[C@@:24]([CH3:26])([OH:25])[CH:23]=[CH:22][CH2:21]1)(C(C)(C)C)(C1C=CC=CC=1)C1C=CC=CC=1.[F-].C([N+](CCCC)(CCCC)CCCC)CCC. The yield is 0.920. The catalyst is C1COCC1. The product is [OH:18][CH2:19][C@H:20]1[C@@:24]([CH3:26])([OH:25])[CH:23]=[CH:22][CH2:21]1. (4) The reactants are Cl.Cl[C:3]1[CH:8]=[C:7]([C:9]2[CH:14]=[CH:13][CH:12]=[C:11]([Cl:15])[CH:10]=2)[N:6]=[C:5]2[CH2:16][CH2:17][CH2:18][C:4]=12.[C:19](=[NH:32])([C:26]1[CH:31]=[CH:30][CH:29]=[CH:28][CH:27]=1)[C:20]1[CH:25]=[CH:24][CH:23]=[CH:22][CH:21]=1.CC(C)([O-])C.[K+]. The catalyst is O1CCOCC1.C(OCC)(=O)C.C1C=CC(/C=C/C(/C=C/C2C=CC=CC=2)=O)=CC=1.C1C=CC(/C=C/C(/C=C/C2C=CC=CC=2)=O)=CC=1.[Pd].[Cl-].C(C1C=CC=C(C(C)C)C=1[N+]1C=CN(C2C(C(C)C)=CC=CC=2C(C)C)C=1)(C)C. The product is [Cl:15][C:11]1[CH:10]=[C:9]([C:7]2[N:6]=[C:5]3[CH2:16][CH2:17][CH2:18][C:4]3=[C:3]([N:32]=[C:19]([C:20]3[CH:25]=[CH:24][CH:23]=[CH:22][CH:21]=3)[C:26]3[CH:31]=[CH:30][CH:29]=[CH:28][CH:27]=3)[CH:8]=2)[CH:14]=[CH:13][CH:12]=1. The yield is 0.340. (5) The reactants are Cl[CH2:2][CH2:3][C:4]([O:6][CH2:7][CH2:8][O:9][C:10]1[CH:15]=[CH:14][C:13]([CH2:16][C:17]([C:20]([C:22]([OH:40])([CH2:24][C:25]2[CH:30]=[CH:29][C:28]([O:31][CH2:32][CH2:33][O:34][C:35](=[O:39])[CH2:36][CH2:37]Cl)=[CH:27][CH:26]=2)[CH3:23])=[O:21])([OH:19])[CH3:18])=[CH:12][CH:11]=1)=[O:5].C([O-])([O-])=O.[K+].[K+].C(C1C=C(C)C=C(C(C)(C)C)C=1O)(C)(C)C. The catalyst is CC(C)=O. The product is [C:4]([O:6][CH2:7][CH2:8][O:9][C:10]1[CH:11]=[CH:12][C:13]([CH2:16][C:17]([C:20]([C:22]([OH:40])([CH2:24][C:25]2[CH:30]=[CH:29][C:28]([O:31][CH2:32][CH2:33][O:34][C:35](=[O:39])[CH:36]=[CH2:37])=[CH:27][CH:26]=2)[CH3:23])=[O:21])([OH:19])[CH3:18])=[CH:14][CH:15]=1)(=[O:5])[CH:3]=[CH2:2]. The yield is 0.677.